From a dataset of NCI-60 drug combinations with 297,098 pairs across 59 cell lines. Regression. Given two drug SMILES strings and cell line genomic features, predict the synergy score measuring deviation from expected non-interaction effect. (1) Synergy scores: CSS=37.3, Synergy_ZIP=-5.28, Synergy_Bliss=-3.44, Synergy_Loewe=-1.03, Synergy_HSA=-0.625. Drug 2: CCN(CC)CCCC(C)NC1=C2C=C(C=CC2=NC3=C1C=CC(=C3)Cl)OC. Drug 1: C1=CC(=CC=C1CCCC(=O)O)N(CCCl)CCCl. Cell line: MCF7. (2) Drug 1: CC1=C(N=C(N=C1N)C(CC(=O)N)NCC(C(=O)N)N)C(=O)NC(C(C2=CN=CN2)OC3C(C(C(C(O3)CO)O)O)OC4C(C(C(C(O4)CO)O)OC(=O)N)O)C(=O)NC(C)C(C(C)C(=O)NC(C(C)O)C(=O)NCCC5=NC(=CS5)C6=NC(=CS6)C(=O)NCCC[S+](C)C)O. Drug 2: CC(C)CN1C=NC2=C1C3=CC=CC=C3N=C2N. Cell line: SN12C. Synergy scores: CSS=27.9, Synergy_ZIP=4.36, Synergy_Bliss=3.87, Synergy_Loewe=2.66, Synergy_HSA=5.12. (3) Drug 1: CC1=C2C(C(=O)C3(C(CC4C(C3C(C(C2(C)C)(CC1OC(=O)C(C(C5=CC=CC=C5)NC(=O)C6=CC=CC=C6)O)O)OC(=O)C7=CC=CC=C7)(CO4)OC(=O)C)O)C)OC(=O)C. Drug 2: CC1C(C(CC(O1)OC2CC(CC3=C2C(=C4C(=C3O)C(=O)C5=C(C4=O)C(=CC=C5)OC)O)(C(=O)CO)O)N)O.Cl. Cell line: EKVX. Synergy scores: CSS=9.02, Synergy_ZIP=-3.26, Synergy_Bliss=-3.00, Synergy_Loewe=-1.66, Synergy_HSA=-0.785. (4) Drug 1: CC1=C2C(C(=O)C3(C(CC4C(C3C(C(C2(C)C)(CC1OC(=O)C(C(C5=CC=CC=C5)NC(=O)OC(C)(C)C)O)O)OC(=O)C6=CC=CC=C6)(CO4)OC(=O)C)O)C)O. Cell line: RPMI-8226. Synergy scores: CSS=73.4, Synergy_ZIP=10.3, Synergy_Bliss=8.08, Synergy_Loewe=6.70, Synergy_HSA=7.23. Drug 2: CC1C(C(CC(O1)OC2CC(OC(C2O)C)OC3=CC4=CC5=C(C(=O)C(C(C5)C(C(=O)C(C(C)O)O)OC)OC6CC(C(C(O6)C)O)OC7CC(C(C(O7)C)O)OC8CC(C(C(O8)C)O)(C)O)C(=C4C(=C3C)O)O)O)O.